Regression. Given a peptide amino acid sequence and an MHC pseudo amino acid sequence, predict their binding affinity value. This is MHC class II binding data. From a dataset of Peptide-MHC class II binding affinity with 134,281 pairs from IEDB. (1) The peptide sequence is AFQGLFGGLNWITKV. The MHC is DRB1_1302 with pseudo-sequence DRB1_1302. The binding affinity (normalized) is 0.376. (2) The MHC is DRB3_0202 with pseudo-sequence DRB3_0202. The peptide sequence is KFIPALEAAVKQAYAATVAT. The binding affinity (normalized) is 0.361. (3) The peptide sequence is KAVEAYLVAHPDLYK. The MHC is HLA-DPA10201-DPB11401 with pseudo-sequence HLA-DPA10201-DPB11401. The binding affinity (normalized) is 0.531. (4) The peptide sequence is INVGFKAAVAAAAGV. The MHC is DRB1_0701 with pseudo-sequence DRB1_0701. The binding affinity (normalized) is 0.609. (5) The peptide sequence is AFKVENGSAAPQLTK. The MHC is HLA-DQA10301-DQB10302 with pseudo-sequence HLA-DQA10301-DQB10302. The binding affinity (normalized) is 0.280. (6) The peptide sequence is PETPNMDVIGERIKRIK. The MHC is DRB1_0401 with pseudo-sequence DRB1_0401. The binding affinity (normalized) is 0.472. (7) The peptide sequence is SGTVDFDEFMEMMTG. The binding affinity (normalized) is 0. The MHC is DRB4_0101 with pseudo-sequence DRB4_0103. (8) The peptide sequence is PEITLPVIAALSIAE. The MHC is DRB1_1101 with pseudo-sequence DRB1_1101. The binding affinity (normalized) is 0.202. (9) The peptide sequence is AVVCGRRHGVRIRVR. The MHC is HLA-DQA10501-DQB10201 with pseudo-sequence HLA-DQA10501-DQB10201. The binding affinity (normalized) is 0.0391. (10) The peptide sequence is KVAATAANAAPANDKFTVFE. The MHC is DRB1_0802 with pseudo-sequence DRB1_0802. The binding affinity (normalized) is 0.299.